This data is from Catalyst prediction with 721,799 reactions and 888 catalyst types from USPTO. The task is: Predict which catalyst facilitates the given reaction. (1) Reactant: [CH2:1]([O:8][C:9]1[CH:10]=[N:11][C:12]2[CH2:13][CH2:14][NH:15][C:16](=[O:19])[C:17]=2[CH:18]=1)[C:2]1[CH:7]=[CH:6][CH:5]=[CH:4][CH:3]=1.Br[C:21]1[CH:26]=[CH:25][CH:24]=[CH:23][N:22]=1.C([O-])([O-])=O.[K+].[K+]. Product: [CH2:1]([O:8][C:9]1[CH:10]=[N:11][C:12]2[CH2:13][CH2:14][N:15]([C:21]3[CH:26]=[CH:25][CH:24]=[CH:23][N:22]=3)[C:16](=[O:19])[C:17]=2[CH:18]=1)[C:2]1[CH:3]=[CH:4][CH:5]=[CH:6][CH:7]=1. The catalyst class is: 122. (2) Reactant: [Cl:1][C:2]1[CH:3]=[C:4]([N:11]2[C:20]3[C:15](=[CH:16][C:17]([S:21]([NH:24][C:25]4[CH:29]=[CH:28][O:27][N:26]=4)(=[O:23])=[O:22])=[CH:18][CH:19]=3)[CH:14]=[CH:13][C:12]2=[O:30])[C:5]([O:9][CH3:10])=[N:6][C:7]=1Cl.[CH:31]1([NH2:36])[CH2:35][CH2:34][CH2:33][CH2:32]1.CCN(C(C)C)C(C)C.CS(C)=O. Product: [Cl:1][C:2]1[CH:3]=[C:4]([N:11]2[C:20]3[C:15](=[CH:16][C:17]([S:21]([NH:24][C:25]4[CH:29]=[CH:28][O:27][N:26]=4)(=[O:23])=[O:22])=[CH:18][CH:19]=3)[CH:14]=[CH:13][C:12]2=[O:30])[C:5]([O:9][CH3:10])=[N:6][C:7]=1[NH:36][CH:31]1[CH2:35][CH2:34][CH2:33][CH2:32]1. The catalyst class is: 601. (3) Reactant: Cl[C:2]1[CH:3]=[N:4][N:5]([CH2:15][C:16]([N:18]([C:21]2[CH:31]=[CH:30][C:24]3[O:25][C:26]([F:29])([F:28])[O:27][C:23]=3[CH:22]=2)[CH2:19][CH3:20])=[O:17])[C:6](=[O:14])[C:7]=1[C:8]1[CH:13]=[CH:12][CH:11]=[CH:10][CH:9]=1.[N-:32]=[N+]=[N-].[Na+]. Product: [F:28][C:26]1([F:29])[O:25][C:24]2[CH:30]=[CH:31][C:21]([N:18]([CH2:19][CH3:20])[C:16](=[O:17])[CH2:15][N:5]3[C:6](=[O:14])[C:7]4[C:8]5[CH:13]=[CH:12][CH:11]=[CH:10][C:9]=5[NH:32][C:2]=4[CH:3]=[N:4]3)=[CH:22][C:23]=2[O:27]1. The catalyst class is: 18. (4) Reactant: [NH:1]1[CH:5]=[CH:4][C:3]([NH2:6])=[N:2]1.C(N(C(C)C)CC)(C)C.[O:16]=[C:17]1[CH2:28][CH2:27][CH:26]=[CH:25][CH2:24][C@@H:23]([CH2:29][C:30](O)=[O:31])[C:22](=[O:33])[O:21][CH2:20][C@@H:19]([C:34]2[CH:39]=[CH:38][CH:37]=[CH:36][CH:35]=2)[NH:18]1.ON1C2N=CC=CC=2N=N1.C(N=C=NCCCN(C)C)C. Product: [O:16]=[C:17]1[CH2:28][CH2:27][CH:26]=[CH:25][CH2:24][C@@H:23]([CH2:29][C:30]([NH:6][C:3]2[CH:4]=[CH:5][NH:1][N:2]=2)=[O:31])[C:22](=[O:33])[O:21][CH2:20][C@@H:19]([C:34]2[CH:35]=[CH:36][CH:37]=[CH:38][CH:39]=2)[NH:18]1. The catalyst class is: 31. (5) Reactant: [Cl:1][C:2]1[CH:3]=[CH:4][C:5]([N+:19]([O-])=O)=[C:6]([N:8]2[C:16]3[C:11](=[CH:12][C:13]([O:17][CH3:18])=[CH:14][CH:15]=3)[CH:10]=[CH:9]2)[CH:7]=1. Product: [Cl:1][C:2]1[CH:3]=[CH:4][C:5]([NH2:19])=[C:6]([N:8]2[C:16]3[C:11](=[CH:12][C:13]([O:17][CH3:18])=[CH:14][CH:15]=3)[CH:10]=[CH:9]2)[CH:7]=1. The catalyst class is: 180. (6) Product: [Cl:23][C:24]1[N:29]=[C:28]([NH:1][C:2]2[CH:3]=[C:4]([NH:8][S:9]([CH2:12][C:13]3[CH:18]=[CH:17][CH:16]=[C:15]([N+:19]([O-:21])=[O:20])[CH:14]=3)(=[O:10])=[O:11])[CH:5]=[CH:6][CH:7]=2)[C:27]([Cl:31])=[CH:26][N:25]=1. The catalyst class is: 3. Reactant: [NH2:1][C:2]1[CH:3]=[C:4]([NH:8][S:9]([CH2:12][C:13]2[CH:18]=[CH:17][CH:16]=[C:15]([N+:19]([O-:21])=[O:20])[CH:14]=2)(=[O:11])=[O:10])[CH:5]=[CH:6][CH:7]=1.Cl.[Cl:23][C:24]1[N:29]=[C:28](Cl)[C:27]([Cl:31])=[CH:26][N:25]=1.C(=O)([O-])[O-].[K+].[K+].C(N(CC)CC)C. (7) The catalyst class is: 37. Reactant: [Cl:1][C:2]1[C:3]([CH3:14])=[C:4]([C:9]2[CH2:13][CH2:12][O:11][N:10]=2)[C:5](Cl)=[CH:6][CH:7]=1.[CH3:15][S-:16].[Na+].O. Product: [Cl:1][C:2]1[C:3]([CH3:14])=[C:4]([C:9]2[CH2:13][CH2:12][O:11][N:10]=2)[C:5]([S:16][CH3:15])=[CH:6][CH:7]=1. (8) Reactant: [C:1]([O:5][C:6]([N:8]1[CH2:13][CH2:12][C:11]([C:14]2[CH:19]=[CH:18][C:17]([C:20](=[O:22])[NH2:21])=[C:16]([C:23]3[CH:28]=[CH:27][C:26]([O:29][C:30]4[CH:35]=[CH:34][CH:33]=[CH:32][CH:31]=4)=[CH:25][CH:24]=3)[N:15]=2)=[CH:10][CH2:9]1)=[O:7])([CH3:4])([CH3:3])[CH3:2]. Product: [C:20]([C:17]1[CH:18]=[CH:19][C:14]([CH:11]2[CH2:10][CH2:9][N:8]([C:6]([O:5][C:1]([CH3:4])([CH3:3])[CH3:2])=[O:7])[CH2:13][CH2:12]2)=[N:15][C:16]=1[C:23]1[CH:24]=[CH:25][C:26]([O:29][C:30]2[CH:35]=[CH:34][CH:33]=[CH:32][CH:31]=2)=[CH:27][CH:28]=1)(=[O:22])[NH2:21]. The catalyst class is: 78. (9) Product: [NH2:1][C:2]1[N:7]=[C:6]([CH2:8][OH:9])[CH:5]=[N:4][C:3]=1[C:12]1[CH:17]=[C:16]([O:18][CH3:19])[CH:15]=[CH:14][C:13]=1[F:20]. The catalyst class is: 1. Reactant: [NH2:1][C:2]1[N:7]=[C:6]([C:8](OC)=[O:9])[CH:5]=[N:4][C:3]=1[C:12]1[CH:17]=[C:16]([O:18][CH3:19])[CH:15]=[CH:14][C:13]=1[F:20].[H-].[H-].[H-].[H-].[Li+].[Al+3].